This data is from Forward reaction prediction with 1.9M reactions from USPTO patents (1976-2016). The task is: Predict the product of the given reaction. Given the reactants [Cl:1]C1C=CC2C(O)=NC(O)=NC=2N=1.O=P(Cl)(Cl)Cl.[Cl:19][C:20]1[N:21]=[C:22]([Cl:31])[C:23]2[CH:29]=[C:28](F)[CH:27]=[N:26][C:24]=2[N:25]=1, predict the reaction product. The product is: [Cl:19][C:20]1[N:21]=[C:22]([Cl:31])[C:23]2[CH:29]=[CH:28][C:27]([Cl:1])=[N:26][C:24]=2[N:25]=1.